This data is from Full USPTO retrosynthesis dataset with 1.9M reactions from patents (1976-2016). The task is: Predict the reactants needed to synthesize the given product. (1) Given the product [F:41][C:36]1[CH:37]=[CH:38][CH:39]=[CH:40][C:35]=1[CH2:34][O:33][C:31]1[CH:30]=[C:29]([C:42]2[CH:47]=[CH:46][CH:45]=[CH:44][CH:43]=2)[N:28]=[C:27]([C:22]2[CH:23]=[C:24]3[C:19](=[CH:20][CH:21]=2)[CH:18]=[C:17]([O:16][CH2:15][CH2:14][CH2:13][CH:7]([C:6]([OH:48])=[O:5])[C:8]([OH:10])=[O:9])[CH:26]=[CH:25]3)[N:32]=1, predict the reactants needed to synthesize it. The reactants are: [OH-].[Na+].C([O:5][C:6](=[O:48])[CH:7]([CH2:13][CH2:14][CH2:15][O:16][C:17]1[CH:26]=[CH:25][C:24]2[C:19](=[CH:20][CH:21]=[C:22]([C:27]3[N:32]=[C:31]([O:33][CH2:34][C:35]4[CH:40]=[CH:39][CH:38]=[CH:37][C:36]=4[F:41])[CH:30]=[C:29]([C:42]4[CH:47]=[CH:46][CH:45]=[CH:44][CH:43]=4)[N:28]=3)[CH:23]=2)[CH:18]=1)[C:8]([O:10]CC)=[O:9])C. (2) Given the product [CH3:1][C:2]1[CH:7]=[CH:6][C:5]([NH:8][C:9](=[O:20])[C:10]2[CH:15]=[CH:14][CH:13]=[C:12]([C:16]([F:19])([F:18])[F:17])[CH:11]=2)=[CH:4][C:3]=1[C:21]1[CH:26]=[C:25]([N:27]2[CH2:32][CH2:31][O:30][CH2:29][CH2:28]2)[N:24]=[C:23]([N:37]2[CH2:41][CH2:40][CH2:39][C:38]2=[O:42])[N:22]=1, predict the reactants needed to synthesize it. The reactants are: [CH3:1][C:2]1[CH:7]=[CH:6][C:5]([NH:8][C:9](=[O:20])[C:10]2[CH:15]=[CH:14][CH:13]=[C:12]([C:16]([F:19])([F:18])[F:17])[CH:11]=2)=[CH:4][C:3]=1[C:21]1[CH:26]=[C:25]([N:27]2[CH2:32][CH2:31][O:30][CH2:29][CH2:28]2)[N:24]=[C:23](S(C)(=O)=O)[N:22]=1.[NH:37]1[CH2:41][CH2:40][CH2:39][C:38]1=[O:42].C(=O)([O-])[O-].[Cs+].[Cs+]. (3) Given the product [F:16][C:2]([F:1])([F:15])[C:3]1[C:4]([N:9]2[CH2:10][CH2:11][N:12]([C:28]([NH2:31])=[NH:27])[CH2:13][CH2:14]2)=[N:5][CH:6]=[CH:7][CH:8]=1, predict the reactants needed to synthesize it. The reactants are: [F:1][C:2]([F:16])([F:15])[C:3]1[C:4]([N:9]2[CH2:14][CH2:13][NH:12][CH2:11][CH2:10]2)=[N:5][CH:6]=[CH:7][CH:8]=1.C(OC([NH:27][C:28](=[N:31]C(OCC1C=CC=CC=1)=O)SC)=O)C1C=CC=CC=1.C(N(CC)CC)C.